From a dataset of Forward reaction prediction with 1.9M reactions from USPTO patents (1976-2016). Predict the product of the given reaction. (1) Given the reactants [CH2:1]([O:8][C:9]1[N:10]=[N:11][C:12]([C:15]#[CH:16])=[CH:13][CH:14]=1)[C:2]1[CH:7]=[CH:6][CH:5]=[CH:4][CH:3]=1.[CH2:17]([O:19][C:20]([C:22]1[N:23]=[C:24](I)[S:25][CH:26]=1)=[O:21])[CH3:18], predict the reaction product. The product is: [CH2:17]([O:19][C:20]([C:22]1[N:23]=[C:24]([C:16]#[C:15][C:12]2[N:11]=[N:10][C:9]([O:8][CH2:1][C:2]3[CH:3]=[CH:4][CH:5]=[CH:6][CH:7]=3)=[CH:14][CH:13]=2)[S:25][CH:26]=1)=[O:21])[CH3:18]. (2) Given the reactants [CH3:1][C:2]1[C:7]([CH2:8][OH:9])=[CH:6][CH:5]=[C:4]([CH:10]2[CH2:15][CH2:14][O:13][CH2:12][CH2:11]2)[N:3]=1.C[N+]1([O-])CCOCC1, predict the reaction product. The product is: [CH3:1][C:2]1[C:7]([CH:8]=[O:9])=[CH:6][CH:5]=[C:4]([CH:10]2[CH2:15][CH2:14][O:13][CH2:12][CH2:11]2)[N:3]=1. (3) Given the reactants Cl.[O:2]1[C:6]2[CH:7]=[CH:8][C:9]([C:11]3[CH:16]=[CH:15][C:14]([N:17]4[C:21]([CH2:22][C@@H:23]5[CH2:27][CH2:26][NH:25][CH2:24]5)=[N:20][NH:19][C:18]4=[O:28])=[CH:13][CH:12]=3)=[CH:10][C:5]=2[CH:4]=[CH:3]1.C(N(CC)C(C)C)(C)C.[C:38](Cl)(=[O:41])[CH2:39][CH3:40], predict the reaction product. The product is: [O:2]1[C:6]2[CH:7]=[CH:8][C:9]([C:11]3[CH:16]=[CH:15][C:14]([N:17]4[C:21]([CH2:22][C@@H:23]5[CH2:27][CH2:26][N:25]([C:38](=[O:41])[CH2:39][CH3:40])[CH2:24]5)=[N:20][NH:19][C:18]4=[O:28])=[CH:13][CH:12]=3)=[CH:10][C:5]=2[CH:4]=[CH:3]1. (4) Given the reactants Cl.CN(C)S([N:7]1[CH:11]=[C:10]([CH2:12][C:13]([CH3:16])([CH3:15])[CH3:14])[N:9]=[C:8]1[C:17]([OH:40])([CH3:39])[CH2:18][C:19]1[CH:24]=[CH:23][C:22]([C:25]2[C:26]([NH:31]C(=O)OC(C)(C)C)=[N:27][N:28]([CH3:30])[CH:29]=2)=[CH:21][CH:20]=1)(=O)=O, predict the reaction product. The product is: [NH2:31][C:26]1[C:25]([C:22]2[CH:23]=[CH:24][C:19]([CH2:18][C:17]([C:8]3[NH:7][CH:11]=[C:10]([CH2:12][C:13]([CH3:16])([CH3:15])[CH3:14])[N:9]=3)([OH:40])[CH3:39])=[CH:20][CH:21]=2)=[CH:29][N:28]([CH3:30])[N:27]=1.